From a dataset of Peptide-MHC class I binding affinity with 185,985 pairs from IEDB/IMGT. Regression. Given a peptide amino acid sequence and an MHC pseudo amino acid sequence, predict their binding affinity value. This is MHC class I binding data. (1) The peptide sequence is RSDEYVAYY. The MHC is HLA-C04:01 with pseudo-sequence HLA-C04:01. The binding affinity (normalized) is 0.0847. (2) The binding affinity (normalized) is 0.283. The MHC is HLA-A23:01 with pseudo-sequence HLA-A23:01. The peptide sequence is AYQHALNEL. (3) The peptide sequence is AQFSPQYL. The MHC is Patr-A0401 with pseudo-sequence Patr-A0401. The binding affinity (normalized) is 0.316.